From a dataset of Reaction yield outcomes from USPTO patents with 853,638 reactions. Predict the reaction yield, written as a fraction of the theoretical maximum amount of product (1.0 means a 100% yield; for example, 0.34 means a 34% yield). (1) The reactants are [C:1]([NH:9][C:10]1[CH:15]=[CH:14][N:13]([CH:16]2[O:20][CH:19]([CH:21]=[CH:22][P:23]([O:29]C(C)C)([O:25]C(C)C)=[O:24])[CH:18]([O:33][C:34](=[O:41])[C:35]3[CH:40]=[CH:39][CH:38]=[CH:37][CH:36]=3)[CH:17]2[O:42][CH3:43])[C:12](=[O:44])[N:11]=1)(=[O:8])[C:2]1[CH:7]=[CH:6][CH:5]=[CH:4][CH:3]=1.C(NC1NC(=O)C2N=CN(C3OC(C=CP(O)(O)=O)C(OC(=O)C4C=CC=CC=4)C3OC)C=2N=1)(=O)C(C)C. No catalyst specified. The product is [C:1]([NH:9][C:10]1[CH:15]=[CH:14][N:13]([CH:16]2[O:20][CH:19]([CH:21]=[CH:22][P:23]([OH:29])([OH:25])=[O:24])[CH:18]([O:33][C:34](=[O:41])[C:35]3[CH:36]=[CH:37][CH:38]=[CH:39][CH:40]=3)[CH:17]2[O:42][CH3:43])[C:12](=[O:44])[N:11]=1)(=[O:8])[C:2]1[CH:3]=[CH:4][CH:5]=[CH:6][CH:7]=1. The yield is 0.475. (2) The reactants are [Cl:1][C:2]1[CH:3]=[C:4]([C:14]2([OH:21])[CH2:17][CH:16]([C:18](O)=[O:19])[CH2:15]2)[CH:5]=[CH:6][C:7]=1[CH2:8][N:9]1[CH2:13][CH2:12][CH2:11][CH2:10]1.Cl.[CH:23]1([CH2:26][NH:27][CH3:28])[CH2:25][CH2:24]1.C(N(CC)CC)C.C(P1(=O)OP(CCC)(=O)OP(CCC)(=O)O1)CC.[OH-].[Na+]. The catalyst is CCOC(C)=O. The product is [CH:23]1([CH2:26][N:27]([CH3:28])[C:18]([CH:16]2[CH2:17][C:14]([C:4]3[CH:5]=[CH:6][C:7]([CH2:8][N:9]4[CH2:10][CH2:11][CH2:12][CH2:13]4)=[C:2]([Cl:1])[CH:3]=3)([OH:21])[CH2:15]2)=[O:19])[CH2:25][CH2:24]1. The yield is 0.290. (3) The reactants are Cl.Cl.C(O[C:6]([C:8]1[CH:9]=[C:10]2[C:14](=[CH:15][CH:16]=1)[NH:13][N:12]=[C:11]2[C:17]1[CH:26]=[CH:25][C:24]2[C:19](=[CH:20][CH:21]=[C:22]([C:27](=[O:31])[NH:28][CH2:29][CH3:30])[CH:23]=2)[CH:18]=1)=[NH:7])C.[N:32]1([CH2:37][C:38]([NH:40][NH2:41])=O)[CH2:36][CH2:35][CH2:34][CH2:33]1.C(N(CC)CC)C. The catalyst is CO. The product is [CH2:29]([NH:28][C:27]([C:22]1[CH:21]=[CH:20][C:19]2[C:24](=[CH:25][CH:26]=[C:17]([C:11]3[C:10]4[C:14](=[CH:15][CH:16]=[C:8]([C:6]5[NH:41][N:40]=[C:38]([CH2:37][N:32]6[CH2:36][CH2:35][CH2:34][CH2:33]6)[N:7]=5)[CH:9]=4)[NH:13][N:12]=3)[CH:18]=2)[CH:23]=1)=[O:31])[CH3:30]. The yield is 0.180. (4) The reactants are Cl[C:2]1[N:3]=[C:4]([N:19]2[CH2:24][CH2:23][O:22][CH2:21][CH2:20]2)[C:5]2[S:10][C:9]([CH2:11][N:12]3[CH2:17][CH2:16][N:15]([CH3:18])[CH2:14][CH2:13]3)=[CH:8][C:6]=2[N:7]=1.[NH:25]1[C:33]2[CH:32]=[CH:31][CH:30]=[C:29](B(O)O)[C:28]=2[CH:27]=[CH:26]1.C(=O)([O-])O.[Na+]. The catalyst is C1(C)C=CC=CC=1.C(O)C.O.Cl[Pd](Cl)([P](C1C=CC=CC=1)(C1C=CC=CC=1)C1C=CC=CC=1)[P](C1C=CC=CC=1)(C1C=CC=CC=1)C1C=CC=CC=1. The product is [NH:25]1[C:33]2[C:28](=[C:29]([C:2]3[N:3]=[C:4]([N:19]4[CH2:24][CH2:23][O:22][CH2:21][CH2:20]4)[C:5]4[S:10][C:9]([CH2:11][N:12]5[CH2:17][CH2:16][N:15]([CH3:18])[CH2:14][CH2:13]5)=[CH:8][C:6]=4[N:7]=3)[CH:30]=[CH:31][CH:32]=2)[CH:27]=[CH:26]1. The yield is 0.190. (5) The reactants are C(O[C:6]([N:8](C)[CH2:9][C:10](O)=O)=O)(C)(C)C.C(N(CC)CC)C.[NH2:21][C:22]1[CH:27]=[CH:26][C:25]([C:28]2[N:33]3[N:34]=[C:35]([NH:37][C:38]4[CH:43]=[CH:42][CH:41]=[CH:40][CH:39]=4)[N:36]=[C:32]3[CH:31]=[CH:30][CH:29]=2)=[CH:24][C:23]=1[OH:44]. The catalyst is CN(C)C=O. The product is [CH3:6][NH:8][CH2:9][C:10]1[O:44][C:23]2[CH:24]=[C:25]([C:28]3[N:33]4[N:34]=[C:35]([NH:37][C:38]5[CH:43]=[CH:42][CH:41]=[CH:40][CH:39]=5)[N:36]=[C:32]4[CH:31]=[CH:30][CH:29]=3)[CH:26]=[CH:27][C:22]=2[N:21]=1. The yield is 0.0535. (6) The reactants are Br[C:2]1[CH:9]=[CH:8][C:5]([CH:6]=[CH2:7])=[CH:4][CH:3]=1.[Mg].C1(CCO[C:20](=[O:32])[C:21]([O:23][CH2:24][CH2:25][C:26]2[CH:31]=[CH:30][CH:29]=[CH:28][CH:27]=2)=[O:22])C=CC=CC=1.[NH4+].[Cl-]. The yield is 0.680. The product is [O:32]=[C:20]([C:2]1[CH:9]=[CH:8][C:5]([CH:6]=[CH2:7])=[CH:4][CH:3]=1)[C:21]([O:23][CH2:24][CH2:25][C:26]1[CH:27]=[CH:28][CH:29]=[CH:30][CH:31]=1)=[O:22]. The catalyst is C1COCC1.C(C1C=C(O)C=CC=1O)(C)(C)C.CCCCCCC.C(OCC)(=O)C. (7) The reactants are [NH:1]1[C:9]2[C:4](=[CH:5][CH:6]=[CH:7][CH:8]=2)[C:3]([CH2:10][N:11]2[CH2:16][CH2:15][CH2:14][C:13]3([CH2:21][CH2:20][NH:19][CH2:18][CH2:17]3)[C:12]2=[O:22])=[CH:2]1.Cl[C:24]1[N:29]=[C:28]([O:30][CH3:31])[CH:27]=[CH:26][N:25]=1.CCN(C(C)C)C(C)C. The catalyst is C(#N)C.C1CCN2C(=NCCC2)CC1. The product is [NH:1]1[C:9]2[C:4](=[CH:5][CH:6]=[CH:7][CH:8]=2)[C:3]([CH2:10][N:11]2[CH2:16][CH2:15][CH2:14][C:13]3([CH2:21][CH2:20][N:19]([C:24]4[N:29]=[C:28]([O:30][CH3:31])[CH:27]=[CH:26][N:25]=4)[CH2:18][CH2:17]3)[C:12]2=[O:22])=[CH:2]1. The yield is 0.720.